From a dataset of Forward reaction prediction with 1.9M reactions from USPTO patents (1976-2016). Predict the product of the given reaction. (1) Given the reactants [CH2:1]([OH:6])[CH2:2][CH2:3][CH2:4][OH:5].[Cl:7][C:8]1[CH:15]=[C:14](F)[CH:13]=[CH:12][C:9]=1[C:10]#[N:11], predict the reaction product. The product is: [Cl:7][C:8]1[CH:15]=[C:14]([O:5][CH2:4][CH2:3][CH2:2][CH2:1][OH:6])[CH:13]=[CH:12][C:9]=1[C:10]#[N:11]. (2) Given the reactants [NH2:1][C:2]1[N:3]=[C:4](S(C)(=O)=O)[C:5]2[N:10]=[C:9]([CH2:11][CH2:12][C:13]3[CH:18]=[CH:17][C:16]([F:19])=[CH:15][CH:14]=3)[S:8][C:6]=2[N:7]=1.[NH:24]1[CH2:30][CH2:29][CH2:28][NH:27][CH2:26][CH2:25]1.C(N(C(C)C)CC)(C)C.[Cl:40][C:41]1[CH:51]=[CH:50][C:44]([O:45][CH2:46][C:47](Cl)=[O:48])=[CH:43][CH:42]=1, predict the reaction product. The product is: [NH2:1][C:2]1[N:3]=[C:4]([N:24]2[CH2:30][CH2:29][CH2:28][N:27]([C:47](=[O:48])[CH2:46][O:45][C:44]3[CH:50]=[CH:51][C:41]([Cl:40])=[CH:42][CH:43]=3)[CH2:26][CH2:25]2)[C:5]2[N:10]=[C:9]([CH2:11][CH2:12][C:13]3[CH:18]=[CH:17][C:16]([F:19])=[CH:15][CH:14]=3)[S:8][C:6]=2[N:7]=1. (3) Given the reactants CCN(C(C)C)C(C)C.[F:10][C:11]1[CH:16]=[CH:15][CH:14]=[CH:13][C:12]=1[C:17]1[O:21][N:20]=[C:19]([C:22]([OH:24])=O)[CH:18]=1.C1C=CC2N(O)N=NC=2C=1.CCN=C=NCCCN(C)C.Cl.[NH2:47][CH2:48][C:49]([N:51]1[CH2:56][CH2:55][N:54]([C:57](=[O:69])[C:58]2[CH:63]=[C:62]([F:64])[CH:61]=[CH:60][C:59]=2[C:65]([F:68])([F:67])[F:66])[CH2:53][CH2:52]1)=[O:50], predict the reaction product. The product is: [F:64][C:62]1[CH:61]=[CH:60][C:59]([C:65]([F:67])([F:66])[F:68])=[C:58]([CH:63]=1)[C:57]([N:54]1[CH2:55][CH2:56][N:51]([C:49](=[O:50])[CH2:48][NH:47][C:22]([C:19]2[CH:18]=[C:17]([C:12]3[CH:13]=[CH:14][CH:15]=[CH:16][C:11]=3[F:10])[O:21][N:20]=2)=[O:24])[CH2:52][CH2:53]1)=[O:69]. (4) Given the reactants C(N(CC)CC)C.[NH2:8][C:9]1[N:10]=[CH:11][C:12]([C:24]2[CH:32]=[CH:31][C:27]([C:28]([OH:30])=O)=[CH:26][CH:25]=2)=[N:13][C:14]=1[C:15]([NH:17][C:18]1[CH:19]=[N:20][CH:21]=[CH:22][CH:23]=1)=[O:16].F[B-](F)(F)F.N1(OC(N(C)C)=[N+](C)C)C2C=CC=CC=2N=N1.ON1C2C=CC=CC=2N=N1.[CH3:65][O:66][CH2:67][C@@H:68]([NH2:70])[CH3:69].C(Cl)[Cl:72].CO, predict the reaction product. The product is: [ClH:72].[NH2:8][C:9]1[C:14]([C:15]([NH:17][C:18]2[CH:19]=[N:20][CH:21]=[CH:22][CH:23]=2)=[O:16])=[N:13][C:12]([C:24]2[CH:32]=[CH:31][C:27]([C:28]([NH:70][C@@H:68]([CH3:69])[CH2:67][O:66][CH3:65])=[O:30])=[CH:26][CH:25]=2)=[CH:11][N:10]=1. (5) Given the reactants Cl[C:2]1[CH:7]=[C:6]([O:8][CH2:9][C:10]#[C:11][CH3:12])[N:5]=[CH:4][N:3]=1.C(=O)([O-])[O-].[K+].[K+].[Cl:19][C:20]1[CH:25]=[C:24]([F:26])[CH:23]=[C:22]([Cl:27])[C:21]=1[OH:28].[Cl-].[NH4+], predict the reaction product. The product is: [CH2:9]([O:8][C:6]1[CH:7]=[C:2]([O:28][C:21]2[C:20]([Cl:19])=[CH:25][C:24]([F:26])=[CH:23][C:22]=2[Cl:27])[N:3]=[CH:4][N:5]=1)[C:10]#[C:11][CH3:12]. (6) The product is: [C:21]([C:24]1[CH:29]=[CH:28][C:27]([NH:30][C:16](=[O:20])[C:17]#[CH:18])=[CH:26][CH:25]=1)#[C:22][CH3:23]. Given the reactants C1CCC(N=C=NC2CCCCC2)CC1.[C:16]([OH:20])(=O)[C:17]#[CH:18].[C:21]([C:24]1[CH:29]=[CH:28][C:27]([NH2:30])=[CH:26][CH:25]=1)#[C:22][CH3:23], predict the reaction product.